Dataset: Catalyst prediction with 721,799 reactions and 888 catalyst types from USPTO. Task: Predict which catalyst facilitates the given reaction. (1) Reactant: [CH3:1][N:2]1[C:10]2[C:5](=[CH:6][CH:7]=[CH:8][CH:9]=2)[C:4]([C:11](=[O:19])[CH2:12][C:13]2[CH:18]=[CH:17][CH:16]=[CH:15][CH:14]=2)=[CH:3]1.[Br-:20].[Br-].[Br-].C1([N+](C)(C)C)C=CC=CC=1.C1([N+](C)(C)C)C=CC=CC=1.C1([N+](C)(C)C)C=CC=CC=1. Product: [Br:20][CH:12]([C:13]1[CH:18]=[CH:17][CH:16]=[CH:15][CH:14]=1)[C:11]([C:4]1[C:5]2[C:10](=[CH:9][CH:8]=[CH:7][CH:6]=2)[N:2]([CH3:1])[CH:3]=1)=[O:19]. The catalyst class is: 1. (2) Reactant: C([O:3][C:4](=[O:10])[CH:5]([CH:8]=O)[CH:6]=O)C.Cl.[C:12]([NH:16][NH2:17])([CH3:15])([CH3:14])[CH3:13].C(NN)(C)(C)C.[OH-].[Na+].Cl. Product: [C:12]([N:16]1[CH:6]=[C:5]([C:4]([OH:3])=[O:10])[CH:8]=[N:17]1)([CH3:15])([CH3:14])[CH3:13]. The catalyst class is: 8. (3) Reactant: Br[C:2]1[CH:3]=[C:4]([C:10]2[CH:15]=[CH:14][C:13]([Cl:16])=[CH:12][C:11]=2[F:17])[CH:5]=[CH:6][C:7]=1[CH2:8][CH3:9].[CH3:18][C:19]1([CH3:28])[CH:24]2[CH2:25][CH:20]1[C:21](=[O:27])[CH2:22][C:23]2=[O:26].P([O-])([O-])([O-])=O.[K+].[K+].[K+]. Product: [Cl:16][C:13]1[CH:14]=[CH:15][C:10]([C:4]2[CH:5]=[CH:6][C:7]([CH2:8][CH3:9])=[C:2]([CH:22]3[C:21](=[O:27])[CH:20]4[CH2:25][CH:24]([C:19]4([CH3:18])[CH3:28])[C:23]3=[O:26])[CH:3]=2)=[C:11]([F:17])[CH:12]=1. The catalyst class is: 167. (4) Reactant: [OH-].[Na+].[CH3:3][O:4][C:5]1[C:14]([N+:15]([O-:17])=[O:16])=[CH:13][CH:12]=[CH:11][C:6]=1[C:7]([O:9]C)=[O:8]. Product: [CH3:3][O:4][C:5]1[C:14]([N+:15]([O-:17])=[O:16])=[CH:13][CH:12]=[CH:11][C:6]=1[C:7]([OH:9])=[O:8]. The catalyst class is: 5. (5) Reactant: C([O-])(=O)C.[Na+].Cl.[NH2:7][OH:8].[Br:9][C:10]1[CH:15]=[CH:14][C:13]([C:16](=O)[C:17]([F:20])([F:19])[F:18])=[C:12]([OH:22])[CH:11]=1. Product: [Br:9][C:10]1[CH:15]=[CH:14][C:13]([C:16](=[N:7][OH:8])[C:17]([F:20])([F:19])[F:18])=[C:12]([OH:22])[CH:11]=1. The catalyst class is: 5. (6) Reactant: [Cl-].O[NH3+:3].[C:4](=[O:7])([O-])[OH:5].[Na+].CS(C)=O.[CH3:13][C:14]([CH3:51])([CH3:50])[CH2:15][O:16][C:17]1[CH:22]=[CH:21][C:20]([C:23]2[C:28](=[O:29])[N:27]([CH2:30][C:31]3[CH:36]=[CH:35][C:34]([C:37]4[C:38]([C:43]#[N:44])=[CH:39][CH:40]=[CH:41][CH:42]=4)=[CH:33][CH:32]=3)[C:26]([CH2:45][CH2:46][CH3:47])=[N:25][C:24]=2[CH2:48][CH3:49])=[CH:19][CH:18]=1. Product: [CH3:51][C:14]([CH3:50])([CH3:13])[CH2:15][O:16][C:17]1[CH:18]=[CH:19][C:20]([C:23]2[C:28](=[O:29])[N:27]([CH2:30][C:31]3[CH:36]=[CH:35][C:34]([C:37]4[CH:42]=[CH:41][CH:40]=[CH:39][C:38]=4[C:43]4[NH:3][C:4](=[O:7])[O:5][N:44]=4)=[CH:33][CH:32]=3)[C:26]([CH2:45][CH2:46][CH3:47])=[N:25][C:24]=2[CH2:48][CH3:49])=[CH:21][CH:22]=1. The catalyst class is: 13. (7) Product: [C:9]([O:8][C:6](=[O:7])[CH2:5][CH:4]([CH2:13][CH:14]([CH3:15])[CH3:16])[C:3]([OH:17])=[O:2])([CH3:12])([CH3:11])[CH3:10]. The catalyst class is: 378. Reactant: C[O:2][C:3](=[O:17])[CH:4]([CH2:13][CH:14]([CH3:16])[CH3:15])[CH2:5][C:6]([O:8][C:9]([CH3:12])([CH3:11])[CH3:10])=[O:7].O[Li].O. (8) Reactant: [Cl-].O[NH3+:3].[C:4](=[O:7])([O-])[OH:5].[Na+].CS(C)=O.[OH:13][C:14]([CH3:52])([CH3:51])[CH2:15][O:16][C@H:17]1[CH2:22][CH2:21][C@H:20]([N:23]2[C:28](=[O:29])[C:27]([CH2:30][C:31]3[CH:36]=[CH:35][C:34]([C:37]4[C:38]([C:43]#[N:44])=[CH:39][CH:40]=[CH:41][CH:42]=4)=[CH:33][CH:32]=3)=[C:26]([CH2:45][CH2:46][CH3:47])[N:25]3[N:48]=[CH:49][N:50]=[C:24]23)[CH2:19][CH2:18]1. Product: [OH:13][C:14]([CH3:51])([CH3:52])[CH2:15][O:16][C@H:17]1[CH2:22][CH2:21][C@H:20]([N:23]2[C:28](=[O:29])[C:27]([CH2:30][C:31]3[CH:36]=[CH:35][C:34]([C:37]4[CH:42]=[CH:41][CH:40]=[CH:39][C:38]=4[C:43]4[NH:3][C:4](=[O:7])[O:5][N:44]=4)=[CH:33][CH:32]=3)=[C:26]([CH2:45][CH2:46][CH3:47])[N:25]3[N:48]=[CH:49][N:50]=[C:24]23)[CH2:19][CH2:18]1. The catalyst class is: 13. (9) Product: [C:6]([O:10][C:11]([N:13]1[CH2:25][C:24]2[S:23][C:22]3[N:21]=[CH:20][N:19]=[C:18]([Cl:3])[C:17]=3[C:16]=2[CH2:15][CH2:14]1)=[O:12])([CH3:9])([CH3:8])[CH3:7]. The catalyst class is: 66. Reactant: P(Cl)(Cl)([Cl:3])=O.[C:6]([O:10][C:11]([N:13]1[CH2:25][C:24]2[S:23][C:22]3[N:21]=[CH:20][NH:19][C:18](=O)[C:17]=3[C:16]=2[CH2:15][CH2:14]1)=[O:12])([CH3:9])([CH3:8])[CH3:7].